Dataset: Reaction yield outcomes from USPTO patents with 853,638 reactions. Task: Predict the reaction yield, written as a fraction of the theoretical maximum amount of product (1.0 means a 100% yield; for example, 0.34 means a 34% yield). The reactants are [F:1][C:2]([F:15])([F:14])[C:3]1[CH:4]=[C:5]2[C:10](=[CH:11][CH:12]=1)[N:9]=[CH:8][NH:7][C:6]2=O.P(Cl)(Cl)(Cl)(Cl)Cl.Cl.Cl.[NH2:24][CH2:25][C:26]([NH2:28])=[O:27].[C:29](N)(=[O:36])[C:30]1[CH:35]=[CH:34][CH:33]=CC=1.FC(F)(F)C1C=[C:42](C=CC=1)[C:43]([NH:45][CH2:46][C:47]([OH:49])=O)=O.C(=O)([O-])N.[CH2:59]1[CH2:69]CN2C(=NCCC2)C[CH2:60]1. The catalyst is ClC(Cl)C.C(#N)C.C1(C)C=CC=CC=1. The product is [CH2:69]([O:49][CH:47]1[CH2:46][N:45]([CH:35]2[CH2:30][CH2:29][O:36][CH2:33][CH2:34]2)[CH2:43][C@@H:42]1[NH:28][C:26](=[O:27])[CH2:25][NH:24][C:6]1[C:5]2[C:10](=[CH:11][CH:12]=[C:3]([C:2]([F:15])([F:14])[F:1])[CH:4]=2)[N:9]=[CH:8][N:7]=1)[CH:59]=[CH2:60]. The yield is 0.180.